From a dataset of Full USPTO retrosynthesis dataset with 1.9M reactions from patents (1976-2016). Predict the reactants needed to synthesize the given product. Given the product [C:30]1([C:42]2[C:43](=[O:44])[NH:45][C:3](=[O:2])[C:4]=2[C:6]2[C:14]3[C:9](=[C:10]([CH2:15][CH2:16][CH2:17][O:18][Si:19]([CH:23]([CH3:25])[CH3:24])([CH:26]([CH3:28])[CH3:27])[CH:20]([CH3:22])[CH3:21])[CH:11]=[CH:12][CH:13]=3)[NH:8][CH:7]=2)[C:40]2=[C:41]3[C:36](=[CH:37][CH:38]=[CH:39]2)[CH2:35][CH2:34][CH2:33][N:32]3[CH:31]=1, predict the reactants needed to synthesize it. The reactants are: C[O:2][C:3](=O)[C:4]([C:6]1[C:14]2[C:9](=[C:10]([CH2:15][CH2:16][CH2:17][O:18][Si:19]([CH:26]([CH3:28])[CH3:27])([CH:23]([CH3:25])[CH3:24])[CH:20]([CH3:22])[CH3:21])[CH:11]=[CH:12][CH:13]=2)[NH:8][CH:7]=1)=O.[C:30]1([CH2:42][C:43]([NH2:45])=[O:44])[C:40]2=[C:41]3[C:36](=[CH:37][CH:38]=[CH:39]2)[CH2:35][CH2:34][CH2:33][N:32]3[CH:31]=1.